Predict the reactants needed to synthesize the given product. From a dataset of Full USPTO retrosynthesis dataset with 1.9M reactions from patents (1976-2016). (1) Given the product [F:1][C:2]1([C:15]2[CH:24]=[CH:23][CH:22]=[C:21]3[C:16]=2[CH:17]=[CH:18][CH:19]=[N:20]3)[CH2:3][CH2:4][NH:5][CH2:6][CH2:7]1, predict the reactants needed to synthesize it. The reactants are: [F:1][C:2]1([C:15]2[CH:24]=[CH:23][CH:22]=[C:21]3[C:16]=2[CH:17]=[CH:18][CH:19]=[N:20]3)[CH2:7][CH2:6][N:5](C(OC(C)(C)C)=O)[CH2:4][CH2:3]1.C(Cl)Cl. (2) Given the product [NH2:29][C@@H:25]([CH2:24][O:23][CH2:16][C:17]1[CH:22]=[CH:21][CH:20]=[CH:19][CH:18]=1)[C:26]([NH:13][C:12]1[CH:11]=[CH:10][C:9]([O:8][CH2:1][C:2]2[CH:3]=[CH:4][CH:5]=[CH:6][CH:7]=2)=[CH:15][CH:14]=1)=[O:27], predict the reactants needed to synthesize it. The reactants are: [CH2:1]([O:8][C:9]1[CH:15]=[CH:14][C:12]([NH2:13])=[CH:11][CH:10]=1)[C:2]1[CH:7]=[CH:6][CH:5]=[CH:4][CH:3]=1.[CH2:16]([O:23][CH2:24][C@H:25]([NH:29]C(OC(C)(C)C)=O)[C:26](O)=[O:27])[C:17]1[CH:22]=[CH:21][CH:20]=[CH:19][CH:18]=1. (3) Given the product [Cl:41][C:24]1[C:25]([NH:27][C:28]2[CH:33]=[CH:32][C:31]([O:34][CH3:35])=[CH:30][C:29]=2[N:36]2[CH:40]=[CH:39][CH:38]=[N:37]2)=[N:26][C:21]([NH:1][C:2]2[C:3]([O:18][CH3:19])=[CH:4][C:5]3[CH2:11][N:10]([CH2:12][CH3:13])[CH2:9][C:8](=[O:14])[N:7]([CH3:15])[C:6]=3[CH:17]=2)=[N:22][CH:23]=1, predict the reactants needed to synthesize it. The reactants are: [NH2:1][C:2]1[C:3]([O:18][CH3:19])=[CH:4][C:5]2[CH2:11][N:10]([CH2:12][CH3:13])[CH2:9][C:8](=[O:14])[N:7]([CH2:15]C)[C:6]=2[CH:17]=1.Cl[C:21]1[N:26]=[C:25]([NH:27][C:28]2[CH:33]=[CH:32][C:31]([O:34][CH3:35])=[CH:30][C:29]=2[N:36]2[CH:40]=[CH:39][CH:38]=[N:37]2)[C:24]([Cl:41])=[CH:23][N:22]=1. (4) Given the product [CH3:18][O:19][C:20]1[CH:21]=[C:22]([NH:26][C:27]2[N:29]=[C:5]([C:7]3[C:8]([Cl:13])=[N:9][CH:10]=[CH:11][CH:12]=3)[CH:4]=[CH:3][N:28]=2)[CH:23]=[CH:24][CH:25]=1, predict the reactants needed to synthesize it. The reactants are: CN(C)[CH:3]=[CH:4][C:5]([C:7]1[C:8]([Cl:13])=[N:9][CH:10]=[CH:11][CH:12]=1)=O.N(O)=O.[CH3:18][O:19][C:20]1[CH:21]=[C:22]([NH:26][C:27]([NH2:29])=[NH:28])[CH:23]=[CH:24][CH:25]=1.[OH-].[Li+].